From a dataset of Catalyst prediction with 721,799 reactions and 888 catalyst types from USPTO. Predict which catalyst facilitates the given reaction. Reactant: [ClH:1].O1CCOCC1.[N:8]1[CH:13]=[CH:12][CH:11]=[C:10]([CH2:14][CH2:15][CH:16]2[CH2:21][N:20](C(OC(C)(C)C)=O)[CH2:19][CH2:18][N:17]2[C:29]([O:31][CH2:32][C:33]2[CH:38]=[CH:37][CH:36]=[CH:35][CH:34]=2)=[O:30])[CH:9]=1. Product: [ClH:1].[ClH:1].[N:8]1[CH:13]=[CH:12][CH:11]=[C:10]([CH2:14][CH2:15][CH:16]2[CH2:21][NH:20][CH2:19][CH2:18][N:17]2[C:29]([O:31][CH2:32][C:33]2[CH:38]=[CH:37][CH:36]=[CH:35][CH:34]=2)=[O:30])[CH:9]=1. The catalyst class is: 5.